Dataset: Catalyst prediction with 721,799 reactions and 888 catalyst types from USPTO. Task: Predict which catalyst facilitates the given reaction. (1) Reactant: [C:1]([O:5][C:6]([N:8]1[CH2:12][CH2:11][CH2:10][C@H:9]1[CH2:13]OS(C)(=O)=O)=[O:7])([CH3:4])([CH3:3])[CH3:2].[I-:19].[Li+]. Product: [C:1]([O:5][C:6]([N:8]1[CH2:12][CH2:11][CH2:10][C@H:9]1[CH2:13][I:19])=[O:7])([CH3:4])([CH3:3])[CH3:2]. The catalyst class is: 7. (2) Reactant: [Cl:1][C:2]1[CH:10]=[CH:9][C:8]([N:11]2[CH:15]=[CH:14][CH:13]=[CH:12]2)=[CH:7][C:3]=1[C:4]([NH2:6])=[O:5].[C:16](Cl)(=[O:20])C(Cl)=O.[I:22][CH2:23][CH2:24][CH2:25][S:26]([C:29]1[CH:38]=[CH:37][C:32]2[N:33]=[C:34]([NH2:36])[S:35][C:31]=2[CH:30]=1)(=[O:28])=[O:27]. Product: [Cl:1][C:2]1[CH:10]=[CH:9][C:8]([N:11]2[CH:15]=[CH:14][CH:13]=[CH:12]2)=[CH:7][C:3]=1[C:4]([NH:6][C:16](=[O:20])[NH:36][C:34]1[S:35][C:31]2[CH:30]=[C:29]([S:26]([CH2:25][CH2:24][CH2:23][I:22])(=[O:27])=[O:28])[CH:38]=[CH:37][C:32]=2[N:33]=1)=[O:5]. The catalyst class is: 1. (3) Reactant: [CH2:1]([C:3]1[N:7]([C:8]2[CH:13]=[CH:12][CH:11]=[CH:10][CH:9]=2)[N:6]=[CH:5][C:4]=1[C:14](=[O:16])[CH3:15])[CH3:2].[BrH:17].BrBr. Product: [Br:17][CH2:15][C:14]([C:4]1[CH:5]=[N:6][N:7]([C:8]2[CH:9]=[CH:10][CH:11]=[CH:12][CH:13]=2)[C:3]=1[CH2:1][CH3:2])=[O:16]. The catalyst class is: 52. (4) Reactant: [Cl:1][C:2]1[CH:3]=[C:4]([C:12]2[O:16][N:15]=[C:14]([C:17]3[CH:25]=[CH:24][CH:23]=[C:22]4[C:18]=3[CH2:19][N:20](C(OC(C)(C)C)=O)[CH2:21]4)[N:13]=2)[CH:5]=[CH:6][C:7]=1[O:8][CH:9]([CH3:11])[CH3:10].C(O)(C(F)(F)F)=O. Product: [Cl:1][C:2]1[CH:3]=[C:4]([C:12]2[O:16][N:15]=[C:14]([C:17]3[CH:25]=[CH:24][CH:23]=[C:22]4[C:18]=3[CH2:19][NH:20][CH2:21]4)[N:13]=2)[CH:5]=[CH:6][C:7]=1[O:8][CH:9]([CH3:11])[CH3:10]. The catalyst class is: 4.